From a dataset of Full USPTO retrosynthesis dataset with 1.9M reactions from patents (1976-2016). Predict the reactants needed to synthesize the given product. (1) Given the product [C:1]([C:5]1[CH:6]=[CH:7][C:8]([S:11]([N:14]([C:15]2[CH:24]=[CH:23][CH:22]=[C:21]3[C:16]=2[CH:17]=[CH:18][N:19]=[CH:20]3)[CH2:25][C:26]([N:31]([CH2:32][CH3:33])[CH2:29][CH3:30])=[O:27])(=[O:13])=[O:12])=[CH:9][CH:10]=1)([CH3:2])([CH3:3])[CH3:4], predict the reactants needed to synthesize it. The reactants are: [C:1]([C:5]1[CH:10]=[CH:9][C:8]([S:11]([N:14]([CH2:25][C:26](O)=[O:27])[C:15]2[CH:24]=[CH:23][CH:22]=[C:21]3[C:16]=2[CH:17]=[CH:18][N:19]=[CH:20]3)(=[O:13])=[O:12])=[CH:7][CH:6]=1)([CH3:4])([CH3:3])[CH3:2].[CH2:29]([NH:31][CH2:32][CH3:33])[CH3:30]. (2) Given the product [CH3:25][N:11]([CH2:10][C@H:7]1[CH2:8][CH2:9][C@H:4]([CH2:3][CH2:2][O:1][S:27]([CH3:26])(=[O:29])=[O:28])[CH2:5][CH2:6]1)[S:12]([C:15]1[CH:20]=[CH:19][C:18]([C:21]([F:24])([F:22])[F:23])=[CH:17][CH:16]=1)(=[O:14])=[O:13], predict the reactants needed to synthesize it. The reactants are: [OH:1][CH2:2][CH2:3][C@H:4]1[CH2:9][CH2:8][C@H:7]([CH2:10][N:11]([CH3:25])[S:12]([C:15]2[CH:20]=[CH:19][C:18]([C:21]([F:24])([F:23])[F:22])=[CH:17][CH:16]=2)(=[O:14])=[O:13])[CH2:6][CH2:5]1.[CH3:26][S:27](Cl)(=[O:29])=[O:28]. (3) Given the product [O:32]=[C:26]1[CH:25]([N:18]2[C:17](=[O:33])[C:16]3[C:20](=[CH:21][CH:22]=[CH:23][C:15]=3[CH2:14][NH:13][C:40]([CH:34]3[CH2:39][CH2:38][CH2:37][CH2:36][CH2:35]3)=[O:41])[C:19]2=[O:24])[CH2:30][CH2:29][C:28](=[O:31])[NH:27]1, predict the reactants needed to synthesize it. The reactants are: N12CCCN=C1CCCCC2.Cl.[NH2:13][CH2:14][C:15]1[CH:23]=[CH:22][CH:21]=[C:20]2[C:16]=1[C:17](=[O:33])[N:18]([CH:25]1[CH2:30][CH2:29][C:28](=[O:31])[NH:27][C:26]1=[O:32])[C:19]2=[O:24].[CH:34]1([C:40](Cl)=[O:41])[CH2:39][CH2:38][CH2:37][CH2:36][CH2:35]1. (4) Given the product [NH2:13][C:12]1[CH:14]=[C:8]([S:20][CH2:19][C:18]([O:22][CH3:23])=[O:21])[CH:9]=[CH:10][C:11]=1[N+:15]([O-:17])=[O:16], predict the reactants needed to synthesize it. The reactants are: C(=O)([O-])[O-].[K+].[K+].Cl[C:8]1[CH:9]=[CH:10][C:11]([N+:15]([O-:17])=[O:16])=[C:12]([CH:14]=1)[NH2:13].[C:18]([O:22][CH3:23])(=[O:21])[CH2:19][SH:20].O. (5) Given the product [ClH:23].[NH:8]1[CH2:9][CH:6]([O:32][C:25]2[CH:26]=[C:27]([CH:28]=[CH:29][C:24]=2[Cl:23])[C:30]#[N:31])[CH2:7]1, predict the reactants needed to synthesize it. The reactants are: CS(O[CH:6]1[CH2:9][N:8](C(C2C=CC=CC=2)C2C=CC=CC=2)[CH2:7]1)(=O)=O.[Cl:23][C:24]1[CH:29]=[CH:28][C:27]([C:30]#[N:31])=[CH:26][C:25]=1[OH:32].C([O-])([O-])=O.[Cs+].[Cs+].C(=O)([O-])[O-].[K+].[K+]. (6) Given the product [F:1][C:2]([F:7])([F:6])[C:3]([OH:5])=[O:4].[Cl:19][C:18](=[C:20]1[CH2:25][CH2:24][N:23]([C:26]2[C:35]([O:36][CH3:37])=[C:34]3[C:29]([C:30](=[O:44])[C:31]([C:41]([OH:43])=[O:42])=[CH:32][N:33]3[CH:38]3[CH2:40][CH2:39]3)=[CH:28][C:27]=2[F:45])[CH2:22][CH2:21]1)[CH2:17][NH:15][CH3:8], predict the reactants needed to synthesize it. The reactants are: [F:1][C:2]([F:7])([F:6])[C:3]([OH:5])=[O:4].[CH2:8]([N:15]([CH2:17][C:18](=[C:20]1[CH2:25][CH2:24][N:23]([C:26]2[C:35]([O:36][CH3:37])=[C:34]3[C:29]([C:30](=[O:44])[C:31]([C:41]([OH:43])=[O:42])=[CH:32][N:33]3[CH:38]3[CH2:40][CH2:39]3)=[CH:28][C:27]=2[F:45])[CH2:22][CH2:21]1)[Cl:19])C)C1C=CC=CC=1.ClC(OC(Cl)C)=O.